Dataset: Full USPTO retrosynthesis dataset with 1.9M reactions from patents (1976-2016). Task: Predict the reactants needed to synthesize the given product. (1) The reactants are: [C:1]([CH:4](OS(C1C=CC(C)=CC=1)(=O)=O)[C:5]1[CH:10]=[CH:9][CH:8]=[CH:7][CH:6]=1)(=[O:3])[NH2:2].[Br:22][C:23]1[CH:28]=[CH:27][C:26]([CH2:29][CH2:30][C@H:31]2[C:40]3[C:35](=[CH:36][C:37]([O:43][CH3:44])=[C:38]([O:41][CH3:42])[CH:39]=3)[CH2:34][CH2:33][NH:32]2)=[C:25]([F:45])[CH:24]=1. Given the product [Br:22][C:23]1[CH:28]=[CH:27][C:26]([CH2:29][CH2:30][C@H:31]2[C:40]3[C:35](=[CH:36][C:37]([O:43][CH3:44])=[C:38]([O:41][CH3:42])[CH:39]=3)[CH2:34][CH2:33][N:32]2[C@H:4]([C:5]2[CH:6]=[CH:7][CH:8]=[CH:9][CH:10]=2)[C:1]([NH2:2])=[O:3])=[C:25]([F:45])[CH:24]=1, predict the reactants needed to synthesize it. (2) Given the product [Cl:1][C:2]1[CH:3]=[CH:4][C:5]2[N:11]3[CH:12]=[CH:13][CH:14]=[C:10]3[C@H:9]([CH2:15][C:16]([NH:18][CH2:19][C:20]([OH:22])=[O:21])=[O:17])[O:8][C@@H:7]([C:24]3[CH:29]=[CH:28][CH:27]=[C:26]([O:30][CH3:31])[C:25]=3[O:32][CH3:33])[C:6]=2[CH:34]=1, predict the reactants needed to synthesize it. The reactants are: [Cl:1][C:2]1[CH:3]=[CH:4][C:5]2[N:11]3[CH:12]=[CH:13][CH:14]=[C:10]3[C@H:9]([CH2:15][C:16]([NH:18][CH2:19][C:20]([O:22]C)=[O:21])=[O:17])[O:8][C@@H:7]([C:24]3[CH:29]=[CH:28][CH:27]=[C:26]([O:30][CH3:31])[C:25]=3[O:32][CH3:33])[C:6]=2[CH:34]=1.C(=O)([O-])[O-].[K+].[K+].Cl.C(OCC)(=O)C. (3) Given the product [CH3:1][O:2][C:3](=[O:16])[CH2:4][C:5]([N:7]1[CH:11]=[C:10]([NH:12][C:31](=[O:32])[CH:30]([NH:29][CH:23]2[CH2:22][CH2:21][C:20]3[C:25](=[C:26]([F:28])[CH:27]=[C:18]([F:17])[CH:19]=3)[CH2:24]2)[CH2:34][CH2:35][CH3:36])[N:9]=[CH:8]1)([CH3:15])[CH3:6], predict the reactants needed to synthesize it. The reactants are: [CH3:1][O:2][C:3](=[O:16])[CH2:4][C:5]([CH3:15])([N:7]1[CH:11]=[C:10]([N+:12]([O-])=O)[N:9]=[CH:8]1)[CH3:6].[F:17][C:18]1[CH:19]=[C:20]2[C:25](=[C:26]([F:28])[CH:27]=1)[CH2:24][CH:23]([NH:29][CH:30]([CH2:34][CH2:35][CH3:36])[C:31](O)=[O:32])[CH2:22][CH2:21]2.